Dataset: Full USPTO retrosynthesis dataset with 1.9M reactions from patents (1976-2016). Task: Predict the reactants needed to synthesize the given product. (1) Given the product [CH:20]([S:23]([C:26]1[CH:31]=[CH:30][C:29]([C:2]2[N:3]=[C:4]([C:9]3[O:10][C:11]([C:14]4[S:15][CH:16]=[CH:17][C:18]=4[CH3:19])=[N:12][N:13]=3)[C:5]([NH2:8])=[N:6][CH:7]=2)=[CH:28][CH:27]=1)(=[O:24])=[O:25])([CH3:22])[CH3:21], predict the reactants needed to synthesize it. The reactants are: Br[C:2]1[N:3]=[C:4]([C:9]2[O:10][C:11]([C:14]3[S:15][CH:16]=[CH:17][C:18]=3[CH3:19])=[N:12][N:13]=2)[C:5]([NH2:8])=[N:6][CH:7]=1.[CH:20]([S:23]([C:26]1[CH:31]=[CH:30][C:29](B(O)O)=[CH:28][CH:27]=1)(=[O:25])=[O:24])([CH3:22])[CH3:21].C1(P(C2C=CC=CC=2)C2C=CC=CC=2)C=CC=CC=1.C(=O)([O-])[O-].[Na+].[Na+]. (2) Given the product [CH3:31][C:27]1[N:26]=[C:25]([C:21]2[CH:20]=[C:19]([CH:24]=[CH:23][CH:22]=2)[NH:18][C:2]2[CH:7]=[C:6]([C:8]([F:11])([F:10])[F:9])[N:5]=[C:4]([C:12]3[CH:13]=[N:14][CH:15]=[CH:16][CH:17]=3)[N:3]=2)[CH:30]=[CH:29][N:28]=1, predict the reactants needed to synthesize it. The reactants are: Cl[C:2]1[CH:7]=[C:6]([C:8]([F:11])([F:10])[F:9])[N:5]=[C:4]([C:12]2[CH:13]=[N:14][CH:15]=[CH:16][CH:17]=2)[N:3]=1.[NH2:18][C:19]1[CH:20]=[C:21]([C:25]2[CH:30]=[CH:29][N:28]=[C:27]([CH3:31])[N:26]=2)[CH:22]=[CH:23][CH:24]=1.